This data is from Retrosynthesis with 50K atom-mapped reactions and 10 reaction types from USPTO. The task is: Predict the reactants needed to synthesize the given product. (1) The reactants are: CC(C)(C)OC(=O)NCC1CCNCC1.O=S(=O)(Cl)c1cccc2cncc(Cl)c12. Given the product CC(C)(C)OC(=O)NCC1CCN(S(=O)(=O)c2cccc3cncc(Cl)c23)CC1, predict the reactants needed to synthesize it. (2) Given the product COc1cc(Cl)c2c(C)ccc(N)c2n1, predict the reactants needed to synthesize it. The reactants are: COc1cc(Cl)c2c(C)ccc([N+](=O)[O-])c2n1.